The task is: Predict the product of the given reaction.. This data is from Forward reaction prediction with 1.9M reactions from USPTO patents (1976-2016). (1) Given the reactants [CH3:1][C:2]1[CH:7]=[C:6]([CH3:8])[CH:5]=[CH:4][C:3]=1[N:9]([CH2:27][CH:28]([CH3:30])[CH3:29])[S:10]([C:13]1[CH:18]=[CH:17][C:16]([O:19]CC2C=CC=CC=2)=[CH:15][CH:14]=1)(=[O:12])=[O:11].C([O-])=O.[NH4+].C(O)C, predict the reaction product. The product is: [CH3:1][C:2]1[CH:7]=[C:6]([CH3:8])[CH:5]=[CH:4][C:3]=1[N:9]([CH2:27][CH:28]([CH3:30])[CH3:29])[S:10]([C:13]1[CH:18]=[CH:17][C:16]([OH:19])=[CH:15][CH:14]=1)(=[O:12])=[O:11]. (2) The product is: [CH3:1][O:2][CH2:3][CH2:4][C:5]1[N:6]([CH2:25][CH2:26][CH2:27][N:28]2[CH2:32][CH2:31][CH2:30][C:29]2=[O:33])[C:7]2[C:16]3[CH:15]=[C:14]([CH2:17][CH2:18][C:19]([N:21]([CH3:23])[CH3:22])=[O:20])[CH:13]=[CH:12][C:11]=3[N:10]=[CH:9][C:8]=2[N:24]=1. Given the reactants [CH3:1][O:2][CH2:3][CH2:4][C:5]1[N:6]([CH2:25][CH2:26][CH2:27][N:28]2[CH2:32][CH2:31][CH2:30][C:29]2=[O:33])[C:7]2[C:16]3[CH:15]=[C:14]([CH:17]=[CH:18][C:19]([N:21]([CH3:23])[CH3:22])=[O:20])[CH:13]=[CH:12][C:11]=3[N:10]=[CH:9][C:8]=2[N:24]=1, predict the reaction product. (3) Given the reactants [F:1][C:2]1[CH:7]=[CH:6][C:5]([CH2:8][C:9]([N:11]=[C:12]=[O:13])=[O:10])=[CH:4][CH:3]=1.[NH2:14][C:15]1[CH:20]=[CH:19][C:18]([C:21]2[C:25]3[C:26]([NH2:30])=[N:27][CH:28]=[CH:29][C:24]=3[NH:23][CH:22]=2)=[CH:17][CH:16]=1.[ClH:31].O1CCOCC1, predict the reaction product. The product is: [ClH:31].[NH2:30][C:26]1[C:25]2[C:21]([C:18]3[CH:19]=[CH:20][C:15]([NH:14][C:12]([NH:11][C:9](=[O:10])[CH2:8][C:5]4[CH:4]=[CH:3][C:2]([F:1])=[CH:7][CH:6]=4)=[O:13])=[CH:16][CH:17]=3)=[CH:22][NH:23][C:24]=2[CH:29]=[CH:28][N:27]=1. (4) Given the reactants [Cl:1][C:2]1[CH:3]=[CH:4][C:5]2[N:6]([CH:8]=[C:9]([NH2:11])[N:10]=2)[N:7]=1.[C:12](OC(=O)C)(=[O:14])[CH3:13].N1C=CC=CC=1, predict the reaction product. The product is: [Cl:1][C:2]1[CH:3]=[CH:4][C:5]2[N:6]([CH:8]=[C:9]([NH:11][C:12](=[O:14])[CH3:13])[N:10]=2)[N:7]=1. (5) Given the reactants [Cl:1][C:2]1[CH:14]=[CH:13][C:5]([CH2:6][NH:7][C:8]([CH:10]2[CH2:12][CH2:11]2)=[O:9])=[CH:4][C:3]=1[CH2:15][OH:16], predict the reaction product. The product is: [Cl:1][C:2]1[CH:14]=[CH:13][C:5]([CH2:6][NH:7][C:8]([CH:10]2[CH2:11][CH2:12]2)=[O:9])=[CH:4][C:3]=1[CH:15]=[O:16]. (6) Given the reactants [CH3:1][O:2][C:3](=[O:15])[C:4]1[CH:9]=[CH:8][CH:7]=[C:6](N)[C:5]=1[C:11]([O:13][CH3:14])=[O:12].Cl.N([O-])=O.[Na+].C(=O)([O-])[O-].[Na+].[Na+].[C:27]([Cu])#[N:28].[C-]#N.[K+], predict the reaction product. The product is: [CH3:1][O:2][C:3](=[O:15])[C:4]1[CH:9]=[CH:8][CH:7]=[C:6]([C:27]#[N:28])[C:5]=1[C:11]([O:13][CH3:14])=[O:12]. (7) Given the reactants [CH3:1][N:2]1[C:7]([CH3:8])=[CH:6][C:5](=[O:9])[N:4]([CH3:10])[C:3]1=[O:11].ClC1C=CC=CC=1.[C:19]1([CH3:26])[CH:24]=[CH:23][CH:22]=[C:21](Cl)[CH:20]=1, predict the reaction product. The product is: [C:19]1([CH3:26])[CH:24]=[CH:23][CH:22]=[C:21]([C:6]2[C:5](=[O:9])[N:4]([CH3:10])[C:3](=[O:11])[N:2]([CH3:1])[C:7]=2[CH3:8])[CH:20]=1. (8) Given the reactants [F:1][C:2]1[C:23]([N:24]2[C:28]3[CH:29]=[CH:30][CH:31]=[CH:32][C:27]=3[N:26]=[C:25]2[CH3:33])=[CH:22][CH:21]=[CH:20][C:3]=1[CH2:4][NH:5][C:6]1[CH:19]=[CH:18][C:9]2[C@H:10]([CH2:13][C:14]([O:16]C)=[O:15])[CH2:11][O:12][C:8]=2[CH:7]=1.[OH-].[Na+], predict the reaction product. The product is: [F:1][C:2]1[C:23]([N:24]2[C:28]3[CH:29]=[CH:30][CH:31]=[CH:32][C:27]=3[N:26]=[C:25]2[CH3:33])=[CH:22][CH:21]=[CH:20][C:3]=1[CH2:4][NH:5][C:6]1[CH:19]=[CH:18][C:9]2[C@H:10]([CH2:13][C:14]([OH:16])=[O:15])[CH2:11][O:12][C:8]=2[CH:7]=1. (9) Given the reactants Cl.[NH:2]1[CH2:7][CH2:6][CH2:5][CH2:4][C@@H:3]1[CH2:8][OH:9].[H-].[Na+].Cl[C:13]1[C:21]2[C:20]3[CH:22]=[C:23]([C:26]#[N:27])[N:24]=[CH:25][C:19]=3[N:18]([CH2:28][O:29][CH2:30][CH2:31][Si:32]([CH3:35])([CH3:34])[CH3:33])[C:17]=2[N:16]=[CH:15][CH:14]=1, predict the reaction product. The product is: [NH:2]1[CH2:7][CH2:6][CH2:5][CH2:4][C@@H:3]1[CH2:8][O:9][C:13]1[C:21]2[C:20]3[CH:22]=[C:23]([C:26]#[N:27])[N:24]=[CH:25][C:19]=3[N:18]([CH2:28][O:29][CH2:30][CH2:31][Si:32]([CH3:35])([CH3:34])[CH3:33])[C:17]=2[N:16]=[CH:15][CH:14]=1. (10) Given the reactants [CH3:1][O:2][C:3]1[CH:4]=[C:5]2[C:9](=[CH:10][CH:11]=1)[NH:8][C:7](=[O:12])[CH2:6]2.[OH:13][CH2:14][CH2:15][CH2:16][C:17]1[C:18]2[CH2:28][CH2:27][CH2:26][CH2:25][CH2:24][C:19]=2[NH:20][C:21]=1[CH:22]=O.N1CCCCC1, predict the reaction product. The product is: [OH:13][CH2:14][CH2:15][CH2:16][C:17]1[C:18]2[CH2:28][CH2:27][CH2:26][CH2:25][CH2:24][C:19]=2[NH:20][C:21]=1/[CH:22]=[C:6]1\[C:7](=[O:12])[NH:8][C:9]2[C:5]\1=[CH:4][C:3]([O:2][CH3:1])=[CH:11][CH:10]=2.